Dataset: Forward reaction prediction with 1.9M reactions from USPTO patents (1976-2016). Task: Predict the product of the given reaction. (1) Given the reactants [CH3:1][N:2]1[C:6]([C:7]([F:10])([F:9])[F:8])=[CH:5][C:4]([NH:11][C:12](=[O:20])OC2C=CC=CC=2)=[N:3]1.[CH3:21][O:22][C:23]1[CH:24]=[C:25]2[C:30](=[CH:31][C:32]=1[O:33][CH3:34])[N:29]=[CH:28][N:27]=[C:26]2[O:35][C:36]1[CH:37]=[C:38]([CH:40]=[CH:41][CH:42]=1)[NH2:39].C(N(CC)C(C)C)(C)C, predict the reaction product. The product is: [CH3:21][O:22][C:23]1[CH:24]=[C:25]2[C:30](=[CH:31][C:32]=1[O:33][CH3:34])[N:29]=[CH:28][N:27]=[C:26]2[O:35][C:36]1[CH:37]=[C:38]([NH:39][C:12]([NH:11][C:4]2[CH:5]=[C:6]([C:7]([F:8])([F:9])[F:10])[N:2]([CH3:1])[N:3]=2)=[O:20])[CH:40]=[CH:41][CH:42]=1. (2) Given the reactants [Cl:1][C:2]1[CH:7]=[CH:6][C:5]([O:8][C:9]([F:12])([F:11])[F:10])=[CH:4][CH:3]=1.C(N(CC(O)=O)CC(O)=O)CN(CC(O)=O)CC(O)=O.C([Li])(CC)C.C1CCCCC1.C[O:45][B:46]([O:48]C)F, predict the reaction product. The product is: [Cl:1][C:2]1[CH:3]=[CH:4][C:5]([O:8][C:9]([F:10])([F:11])[F:12])=[C:6]([B:46]([OH:48])[OH:45])[CH:7]=1. (3) Given the reactants [F:1][C:2]1[C:7]([F:8])=[CH:6][CH:5]=[CH:4][C:3]=1[CH2:9][CH2:10][OH:11].Cl[C:13]1[CH:23]=[C:17]2[N:18]([CH3:22])[CH2:19][CH2:20][CH2:21][N:16]2[C:15](=[O:24])[N:14]=1, predict the reaction product. The product is: [F:1][C:2]1[C:7]([F:8])=[CH:6][CH:5]=[CH:4][C:3]=1[CH2:9][CH2:10][O:11][C:13]1[CH:23]=[C:17]2[N:18]([CH3:22])[CH2:19][CH2:20][CH2:21][N:16]2[C:15](=[O:24])[N:14]=1.